Dataset: Full USPTO retrosynthesis dataset with 1.9M reactions from patents (1976-2016). Task: Predict the reactants needed to synthesize the given product. (1) The reactants are: N[C:2]1C=CC(C(OC)=O)=C(Cl)C=1.[F:13][C:14]1[CH:22]=[C:21]([N+:23]([O-:25])=[O:24])[C:20]([O:26][CH3:27])=[CH:19][C:15]=1[C:16]([OH:18])=[O:17]. Given the product [F:13][C:14]1[CH:22]=[C:21]([N+:23]([O-:25])=[O:24])[C:20]([O:26][CH3:27])=[CH:19][C:15]=1[C:16]([O:18][CH3:2])=[O:17], predict the reactants needed to synthesize it. (2) Given the product [CH2:40]([O:39][C:38]([NH:37][C@@H:36]1[CH2:35][O:34][C@@H:33]1[CH2:32][O:30][C:8]1[N:9]=[C:10]2[C:5](=[CH:6][CH:7]=1)[N:4]=[CH:3][C:2]([F:1])=[C:11]2[CH2:12][CH2:13][C:14]12[CH2:19][CH2:18][C:17]([NH:22][C:23](=[O:29])[O:24][C:25]([CH3:27])([CH3:26])[CH3:28])([CH2:20][CH2:21]1)[CH2:16][O:15]2)=[O:47])[C:41]1[CH:42]=[CH:43][CH:44]=[CH:45][CH:46]=1, predict the reactants needed to synthesize it. The reactants are: [F:1][C:2]1[CH:3]=[N:4][C:5]2[C:10]([C:11]=1[CH2:12][CH2:13][C:14]13[CH2:21][CH2:20][C:17]([NH:22][C:23](=[O:29])[O:24][C:25]([CH3:28])([CH3:27])[CH3:26])([CH2:18][CH2:19]1)[CH2:16][O:15]3)=[N:9][C:8]([OH:30])=[CH:7][CH:6]=2.Br[CH2:32][C@@H:33]1[C@H:36]([NH:37][C:38](=[O:47])[O:39][CH2:40][C:41]2[CH:46]=[CH:45][CH:44]=[CH:43][CH:42]=2)[CH2:35][O:34]1. (3) Given the product [N:1]1([C:7]2[CH:12]=[C:11]([NH2:13])[C:10]([NH2:14])=[CH:9][CH:8]=2)[CH2:6][CH2:5][O:4][CH2:3][CH2:2]1, predict the reactants needed to synthesize it. The reactants are: [N:1]1([C:7]2[CH:8]=[CH:9][C:10]([N+:14]([O-])=O)=[C:11]([NH2:13])[CH:12]=2)[CH2:6][CH2:5][O:4][CH2:3][CH2:2]1.[H][H]. (4) Given the product [Br:24][C:5]1[C:4]([NH2:9])=[C:3]([O:2][CH3:1])[CH:8]=[CH:7][N:6]=1, predict the reactants needed to synthesize it. The reactants are: [CH3:1][O:2][C:3]1[CH:8]=[CH:7][N:6]=[CH:5][C:4]=1[NH2:9].C(O)(C(F)(F)F)=O.C1C(=O)N([Br:24])C(=O)C1. (5) Given the product [C:1](=[O:8])([S:6][CH3:7])[O:2][CH:3]([O:14][C:9](=[O:13])[CH:10]([CH3:12])[CH3:11])[CH3:4], predict the reactants needed to synthesize it. The reactants are: [C:1](=[O:8])([S:6][CH3:7])[O:2][CH:3](Cl)[CH3:4].[C:9]([OH:14])(=[O:13])[CH:10]([CH3:12])[CH3:11].C(N(C(C)C)CC)(C)C. (6) Given the product [C:21]([O:20][C:18](=[O:25])[NH:19][C:2]1[CH:7]=[CH:6][N:5]2[N:8]=[C:9]([C:11]3[CH:16]=[CH:15][CH:14]=[C:13]([F:17])[N:12]=3)[N:10]=[C:4]2[CH:3]=1)([CH3:24])([CH3:23])[CH3:22], predict the reactants needed to synthesize it. The reactants are: Br[C:2]1[CH:7]=[CH:6][N:5]2[N:8]=[C:9]([C:11]3[CH:16]=[CH:15][CH:14]=[C:13]([F:17])[N:12]=3)[N:10]=[C:4]2[CH:3]=1.[C:18](=[O:25])([O:20][C:21]([CH3:24])([CH3:23])[CH3:22])[NH2:19]. (7) Given the product [Cl:23][C:24]1[CH:25]=[CH:26][C:27]([C:30]2[CH:31]=[CH:32][C:33]([C:36]#[C:37][C:2]3[CH:22]=[CH:21][C:5]([O:6][CH2:7][C@@H:8]([N:10]4[C:18](=[O:19])[C:17]5[C:12](=[CH:13][CH:14]=[CH:15][CH:16]=5)[C:11]4=[O:20])[CH3:9])=[CH:4][CH:3]=3)=[N:34][CH:35]=2)=[CH:28][CH:29]=1, predict the reactants needed to synthesize it. The reactants are: I[C:2]1[CH:22]=[CH:21][C:5]([O:6][CH2:7][C@H:8]([N:10]2[C:18](=[O:19])[C:17]3[C:12](=[CH:13][CH:14]=[CH:15][CH:16]=3)[C:11]2=[O:20])[CH3:9])=[CH:4][CH:3]=1.[Cl:23][C:24]1[CH:29]=[CH:28][C:27]([C:30]2[CH:31]=[CH:32][C:33]([C:36]#[CH:37])=[N:34][CH:35]=2)=[CH:26][CH:25]=1.